Predict which catalyst facilitates the given reaction. From a dataset of Catalyst prediction with 721,799 reactions and 888 catalyst types from USPTO. Reactant: Cl.[N:2]1([C:8]2[N:19]=[CH:18][CH:17]=[CH:16][C:9]=2[C:10]([O:12][CH:13]([CH3:15])[CH3:14])=[O:11])[CH2:7][CH2:6][NH:5][CH2:4][CH2:3]1.CCN(CC)CC.[CH3:27][C:28]1[CH:29]=[C:30]([CH:34]=O)[S:31][C:32]=1[CH3:33].[BH-](OC(C)=O)(OC(C)=O)OC(C)=O.[Na+]. Product: [CH3:27][C:28]1[CH:29]=[C:30]([CH2:34][N:5]2[CH2:6][CH2:7][N:2]([C:8]3[C:9]([C:10]([O:12][CH:13]([CH3:15])[CH3:14])=[O:11])=[CH:16][CH:17]=[CH:18][N:19]=3)[CH2:3][CH2:4]2)[S:31][C:32]=1[CH3:33]. The catalyst class is: 25.